This data is from Forward reaction prediction with 1.9M reactions from USPTO patents (1976-2016). The task is: Predict the product of the given reaction. Given the reactants [NH:1]([C:8](=[O:30])[CH2:9][N:10]([CH2:20][C:21](=[O:29])[NH:22][C:23]1[CH:28]=[CH:27][CH:26]=[CH:25][CH:24]=1)[C:11]1[CH:19]=[CH:18][C:14]([C:15](O)=[O:16])=[CH:13][CH:12]=1)[C:2]1[CH:7]=[CH:6][CH:5]=[CH:4][CH:3]=1.F[P-](F)(F)(F)(F)F.N1(O[P+](N(C)C)(N(C)C)N(C)C)C2C=CC=CC=2N=N1.CCN(C(C)C)C(C)C.[NH2:67][C:68]1[CH:69]=[C:70]([C:82]2[CH:87]=[CH:86][CH:85]=[CH:84][CH:83]=2)[CH:71]=[CH:72][C:73]=1[NH:74]C(=O)OC(C)(C)C, predict the reaction product. The product is: [NH2:74][C:73]1[CH:72]=[CH:71][C:70]([C:82]2[CH:83]=[CH:84][CH:85]=[CH:86][CH:87]=2)=[CH:69][C:68]=1[NH:67][C:15](=[O:16])[C:14]1[CH:18]=[CH:19][C:11]([N:10]([CH2:20][C:21]([NH:22][C:23]2[CH:28]=[CH:27][CH:26]=[CH:25][CH:24]=2)=[O:29])[CH2:9][C:8](=[O:30])[NH:1][C:2]2[CH:7]=[CH:6][CH:5]=[CH:4][CH:3]=2)=[CH:12][CH:13]=1.